This data is from Peptide-MHC class II binding affinity with 134,281 pairs from IEDB. The task is: Regression. Given a peptide amino acid sequence and an MHC pseudo amino acid sequence, predict their binding affinity value. This is MHC class II binding data. (1) The peptide sequence is EDTNIYNSNEAFKVE. The MHC is HLA-DQA10104-DQB10503 with pseudo-sequence HLA-DQA10104-DQB10503. The binding affinity (normalized) is 0.138. (2) The peptide sequence is ALSYYPTPLAKEDFL. The MHC is DRB1_1302 with pseudo-sequence DRB1_1302. The binding affinity (normalized) is 0.187. (3) The peptide sequence is ALSRVHSMFLGTGGS. The MHC is HLA-DQA10301-DQB10302 with pseudo-sequence HLA-DQA10301-DQB10302. The binding affinity (normalized) is 0.244. (4) The peptide sequence is IISTFHLSIPNFNQY. The MHC is DRB1_0404 with pseudo-sequence DRB1_0404. The binding affinity (normalized) is 0.665. (5) The peptide sequence is NDNNLYKLHGGHVSC. The MHC is DRB1_0101 with pseudo-sequence DRB1_0101. The binding affinity (normalized) is 0.595. (6) The peptide sequence is GLIIGIFAAMLATLP. The MHC is HLA-DQA10101-DQB10501 with pseudo-sequence HLA-DQA10101-DQB10501. The binding affinity (normalized) is 0.230.